From a dataset of Forward reaction prediction with 1.9M reactions from USPTO patents (1976-2016). Predict the product of the given reaction. (1) The product is: [C:9]([O:8][C:6]([N:1]1[CH2:5][CH2:4][CH2:3][C@@H:2]1[C:36]1[CH:45]=[CH:44][CH:43]=[C:38]([C:39]([O:41][CH3:42])=[O:40])[CH:37]=1)=[O:7])([CH3:12])([CH3:11])[CH3:10]. Given the reactants [N:1]1([C:6]([O:8][C:9]([CH3:12])([CH3:11])[CH3:10])=[O:7])[CH2:5][CH2:4][CH2:3][CH2:2]1.C1C[C@H]2N(C[C@H]3[C@@H]4CCCCN4C[C@@H]2C3)CC1.[Li]C(CC)C.Br[C:36]1[CH:37]=[C:38]([CH:43]=[CH:44][CH:45]=1)[C:39]([O:41][CH3:42])=[O:40], predict the reaction product. (2) Given the reactants C1COCC1.[CH3:6][O:7][C:8]1[CH:9]=[C:10]([C:16]2[N:21]=[C:20]([C:22]([N:24]3[CH2:29][CH2:28][N:27]([C:30]4[CH:35]=[CH:34][C:33]([CH2:36][CH2:37][C:38]([O:40]CC)=[O:39])=[CH:32][CH:31]=4)[CH2:26][CH2:25]3)=[O:23])[CH:19]=[CH:18][CH:17]=2)[CH:11]=[CH:12][C:13]=1[O:14][CH3:15].[OH-].[Na+].Cl, predict the reaction product. The product is: [CH3:6][O:7][C:8]1[CH:9]=[C:10]([C:16]2[N:21]=[C:20]([C:22]([N:24]3[CH2:25][CH2:26][N:27]([C:30]4[CH:31]=[CH:32][C:33]([CH2:36][CH2:37][C:38]([OH:40])=[O:39])=[CH:34][CH:35]=4)[CH2:28][CH2:29]3)=[O:23])[CH:19]=[CH:18][CH:17]=2)[CH:11]=[CH:12][C:13]=1[O:14][CH3:15]. (3) Given the reactants [Br:1][C:2]1[CH:8]=[CH:7][C:5]([NH2:6])=[C:4]([F:9])[CH:3]=1.[C:10]([S-:12])#[N:11].[K+].BrBr, predict the reaction product. The product is: [Br:1][C:2]1[CH:3]=[C:4]([F:9])[C:5]2[N:6]=[C:10]([NH2:11])[S:12][C:7]=2[CH:8]=1. (4) Given the reactants [CH2:1]([NH:3][C:4](=[O:38])[NH:5][C:6]1[N:11]=[CH:10][C:9]([C:12]2[C:13]([O:21][CH2:22][CH2:23][N:24]3[CH2:28][CH2:27][CH2:26][CH2:25]3)=[N:14][CH:15]=[C:16]([C:18](O)=[O:19])[CH:17]=2)=[C:8]([C:29]2[S:30][CH:31]=[C:32]([C:34]([F:37])([F:36])[F:35])[N:33]=2)[CH:7]=1)[CH3:2].CN(C(O[N:47]1[N:55]=NC2C=CC=NC1=2)=[N+](C)C)C.F[P-](F)(F)(F)(F)F.C(N(C(C)C)CC)(C)C.NN, predict the reaction product. The product is: [CH2:1]([NH:3][C:4]([NH:5][C:6]1[N:11]=[CH:10][C:9]([C:12]2[C:13]([O:21][CH2:22][CH2:23][N:24]3[CH2:25][CH2:26][CH2:27][CH2:28]3)=[N:14][CH:15]=[C:16]([C:18]([NH:47][NH2:55])=[O:19])[CH:17]=2)=[C:8]([C:29]2[S:30][CH:31]=[C:32]([C:34]([F:37])([F:35])[F:36])[N:33]=2)[CH:7]=1)=[O:38])[CH3:2]. (5) Given the reactants [C:1]([O:5][C:6]([N:8]1[CH2:12][CH2:11][CH:10]([CH2:13][C:14]([OH:16])=O)[CH2:9]1)=[O:7])([CH3:4])([CH3:3])[CH3:2].C1C=NC2N(O)N=NC=2C=1.CCN=C=NCCCN(C)C.Cl.[F:39][C:40]1[CH:45]=[CH:44][C:43]([CH:46]([NH2:54])[C:47]2[CH:52]=[CH:51][C:50]([F:53])=[CH:49][CH:48]=2)=[CH:42][CH:41]=1, predict the reaction product. The product is: [F:39][C:40]1[CH:41]=[CH:42][C:43]([CH:46]([NH:54][C:14](=[O:16])[CH2:13][CH:10]2[CH2:11][CH2:12][N:8]([C:6]([O:5][C:1]([CH3:2])([CH3:3])[CH3:4])=[O:7])[CH2:9]2)[C:47]2[CH:52]=[CH:51][C:50]([F:53])=[CH:49][CH:48]=2)=[CH:44][CH:45]=1. (6) Given the reactants [CH2:1](P(=O)(OCC)OCC)[C:2]1[CH:7]=[CH:6][CH:5]=[CH:4][CH:3]=1.C[O-].[Na+].C1OCCOCCOCCOCCOCCOC1.[Br:37][C:38]1[N:43]=[C:42]([CH:44]=O)[CH:41]=[CH:40][CH:39]=1, predict the reaction product. The product is: [Br:37][C:38]1[CH:39]=[CH:40][CH:41]=[C:42](/[CH:44]=[CH:1]/[C:2]2[CH:3]=[CH:4][CH:5]=[CH:6][CH:7]=2)[N:43]=1. (7) Given the reactants Cl[C:2]1[C:7]([C:8]([C:10]2[C:11]([CH:16]=[CH2:17])=[N:12][CH:13]=[CH:14][CH:15]=2)=[O:9])=[CH:6][C:5]([Cl:18])=[CH:4][N:3]=1.[CH:19]([B-](F)(F)F)=[CH2:20].[K+], predict the reaction product. The product is: [Cl:18][C:5]1[CH:6]=[C:7]([C:8]([C:10]2[C:11]([CH:16]=[CH2:17])=[N:12][CH:13]=[CH:14][CH:15]=2)=[O:9])[C:2]([CH:19]=[CH2:20])=[N:3][CH:4]=1.